From a dataset of Reaction yield outcomes from USPTO patents with 853,638 reactions. Predict the reaction yield, written as a fraction of the theoretical maximum amount of product (1.0 means a 100% yield; for example, 0.34 means a 34% yield). (1) The reactants are [CH:1]([C:3]1[C:8]([C:9]([O:12][C:13](=[O:15])[CH3:14])([CH3:11])[CH3:10])=[CH:7][CH:6]=[CH:5][N:4]=1)=O.[C:16]([O:20][C:21](=[O:37])[NH:22][CH2:23][CH2:24][CH2:25][CH2:26][NH:27][CH2:28][C:29]1[C:34]([CH3:35])=[CH:33][C:32]([CH3:36])=[CH:31][N:30]=1)([CH3:19])([CH3:18])[CH3:17].[BH-](OC(C)=O)(OC(C)=O)OC(C)=O.[Na+]. No catalyst specified. The product is [C:16]([O:20][C:21]([NH:22][CH2:23][CH2:24][CH2:25][CH2:26][N:27]([CH2:1][C:3]1[C:8]([C:9]([O:12][C:13](=[O:15])[CH3:14])([CH3:11])[CH3:10])=[CH:7][CH:6]=[CH:5][N:4]=1)[CH2:28][C:29]1[C:34]([CH3:35])=[CH:33][C:32]([CH3:36])=[CH:31][N:30]=1)=[O:37])([CH3:17])([CH3:19])[CH3:18]. The yield is 0.750. (2) The reactants are C([O:3][C:4]([C:6]1[CH:11]=[CH:10][C:9]([C@@H:12]([NH:14][S@@](C(C)(C)C)=O)[CH3:13])=[C:8]([F:21])[CH:7]=1)=[CH2:5])C.Cl. The catalyst is CO. The product is [NH2:14][C@H:12]([C:9]1[CH:10]=[CH:11][C:6]([C:4](=[O:3])[CH3:5])=[CH:7][C:8]=1[F:21])[CH3:13]. The yield is 1.03. (3) No catalyst specified. The reactants are [NH2:1][C:2]1[C:3]([NH:30][C:31]2[CH:36]=[CH:35][C:34]([O:37][CH2:38][CH3:39])=[CH:33][CH:32]=2)=[N:4][C:5]([NH:8][C:9]2[CH:10]=[N:11][N:12]([CH2:14][CH2:15][CH2:16][CH:17]3[CH2:22][CH2:21][N:20]([C:23]([O:25][C:26]([CH3:29])([CH3:28])[CH3:27])=[O:24])[CH2:19][CH2:18]3)[CH:13]=2)=[N:6][CH:7]=1.[CH:40](OC)(OC)OC. The product is [CH2:38]([O:37][C:34]1[CH:33]=[CH:32][C:31]([N:30]2[CH:40]=[N:1][C:2]3[C:3]2=[N:4][C:5]([NH:8][C:9]2[CH:10]=[N:11][N:12]([CH2:14][CH2:15][CH2:16][CH:17]4[CH2:22][CH2:21][N:20]([C:23]([O:25][C:26]([CH3:28])([CH3:29])[CH3:27])=[O:24])[CH2:19][CH2:18]4)[CH:13]=2)=[N:6][CH:7]=3)=[CH:36][CH:35]=1)[CH3:39]. The yield is 0.400. (4) The reactants are [NH2:1][C:2]1[CH:7]=[C:6]([Cl:8])[N:5]=[C:4](Cl)[C:3]=1[N+:10]([O-:12])=[O:11].C(N(CC)CC)C.[CH3:20][O:21][C:22]1[CH:38]=[CH:37][C:25]([CH2:26][NH:27][CH2:28][C:29]2[CH:34]=[CH:33][C:32]([O:35][CH3:36])=[CH:31][CH:30]=2)=[CH:24][CH:23]=1. The catalyst is ClCCl. The product is [CH3:36][O:35][C:32]1[CH:31]=[CH:30][C:29]([CH2:28][N:27]([CH2:26][C:25]2[CH:37]=[CH:38][C:22]([O:21][CH3:20])=[CH:23][CH:24]=2)[C:4]2[C:3]([N+:10]([O-:12])=[O:11])=[C:2]([NH2:1])[CH:7]=[C:6]([Cl:8])[N:5]=2)=[CH:34][CH:33]=1. The yield is 0.820. (5) The reactants are [NH2:1][C:2]1[CH:3]=[C:4]([C:8]2[C:12]([Br:13])=[CH:11][N:10]([CH3:14])[N:9]=2)[CH:5]=[CH:6][CH:7]=1.[F:15][C:16]1[CH:21]=[CH:20][CH:19]=[CH:18][C:17]=1[CH2:22][C:23](O)=[O:24].O.ON1C2C=CC=CC=2N=N1.F[P-](F)(F)(F)(F)F.N1(OC(N(C)C)=[N+](C)C)C2C=CC=CC=2N=N1.C(N(CC)C(C)C)(C)C. The catalyst is C(Cl)(Cl)Cl.[Cl-].[Na+].O. The product is [Br:13][C:12]1[C:8]([C:4]2[CH:3]=[C:2]([NH:1][C:23](=[O:24])[CH2:22][C:17]3[CH:18]=[CH:19][CH:20]=[CH:21][C:16]=3[F:15])[CH:7]=[CH:6][CH:5]=2)=[N:9][N:10]([CH3:14])[CH:11]=1. The yield is 0.320.